Dataset: Full USPTO retrosynthesis dataset with 1.9M reactions from patents (1976-2016). Task: Predict the reactants needed to synthesize the given product. (1) Given the product [F:29][C:28]([F:31])([F:30])[C:25]1[CH:26]=[CH:27][C:22]([O:21][C:18]2[CH:19]=[CH:20][C:15]([O:14][C:12](=[O:13])[N:2]([C:3]3[CH:10]=[CH:9][C:6]([O:7][CH3:8])=[CH:5][CH:4]=3)[CH3:1])=[CH:16][CH:17]=2)=[N:23][CH:24]=1, predict the reactants needed to synthesize it. The reactants are: [CH3:1][NH:2][C:3]1[CH:10]=[CH:9][C:6]([O:7][CH3:8])=[CH:5][CH:4]=1.Cl[C:12]([O:14][C:15]1[CH:20]=[CH:19][C:18]([O:21][C:22]2[CH:27]=[CH:26][C:25]([C:28]([F:31])([F:30])[F:29])=[CH:24][N:23]=2)=[CH:17][CH:16]=1)=[O:13]. (2) Given the product [CH3:1][C:2]1[N:7]2[N:8]=[C:9]([CH2:11][CH2:12][C:13]3[N:22]=[C:21]4[C:16]([CH2:17][CH2:18][CH:19]([CH3:30])[NH:20]4)=[CH:15][CH:14]=3)[N:10]=[C:6]2[C:5]([CH3:31])=[N:4][CH:3]=1, predict the reactants needed to synthesize it. The reactants are: [CH3:1][C:2]1[N:7]2[N:8]=[C:9]([CH2:11][CH2:12][C:13]3[N:22]=[C:21]4[C:16]([CH2:17][CH2:18][CH:19]([CH3:30])[N:20]4C(OC(C)(C)C)=O)=[CH:15][CH:14]=3)[N:10]=[C:6]2[C:5]([CH3:31])=[N:4][CH:3]=1. (3) Given the product [CH3:9][N:10]1[C:15](=[O:16])[C:14]2=[C:1]([C:2]3[CH:7]=[CH:6][N:5]=[CH:4][CH:3]=3)[N:18]([CH2:19][C:20]3[C:29]4[C:24](=[CH:25][CH:26]=[CH:27][CH:28]=4)[CH:23]=[CH:22][CH:21]=3)[N:17]=[C:13]2[NH:12][C:11]1=[O:30], predict the reactants needed to synthesize it. The reactants are: [CH:1](=O)[C:2]1[CH:7]=[CH:6][N:5]=[CH:4][CH:3]=1.[CH3:9][N:10]1[C:15](=[O:16])[CH:14]=[C:13]([NH:17][N:18]=[CH:19][C:20]2[C:29]3[C:24](=[CH:25][CH:26]=[CH:27][CH:28]=3)[CH:23]=[CH:22][CH:21]=2)[NH:12][C:11]1=[O:30].N1CCCCC1.C(O)(=O)C.